Dataset: HIV replication inhibition screening data with 41,000+ compounds from the AIDS Antiviral Screen. Task: Binary Classification. Given a drug SMILES string, predict its activity (active/inactive) in a high-throughput screening assay against a specified biological target. (1) The drug is CC(C)CCCC(C)C1CCC2C3CCC4CC(NC(=O)CC=C(c5cc(Cl)c(O)c(C(=O)O)c5)c5cc(Cl)c(O)c(C(=O)O)c5)CCC4(C)C3CCC12C.N. The result is 1 (active). (2) The molecule is N#CC(=CNC(=S)NCc1ccccc1)C(N)=O. The result is 0 (inactive). (3) The drug is CC1(C)N=C([C-](Cl)[N+](=O)C(=O)c2ccc(F)cc2)C(C)(C)N1O. The result is 0 (inactive).